From a dataset of Forward reaction prediction with 1.9M reactions from USPTO patents (1976-2016). Predict the product of the given reaction. The product is: [C:1]1([CH2:7][CH2:8][CH2:9][C:10]2[O:14][N:13]=[C:12]([C:15]([OH:17])=[O:16])[CH:11]=2)[CH:6]=[CH:5][CH:4]=[CH:3][CH:2]=1. Given the reactants [C:1]1([CH2:7][CH2:8][CH2:9][C:10]2[O:14][N:13]=[C:12]([C:15]([O:17]CC)=[O:16])[CH:11]=2)[CH:6]=[CH:5][CH:4]=[CH:3][CH:2]=1.C(O)C.[OH-].[K+], predict the reaction product.